Dataset: Catalyst prediction with 721,799 reactions and 888 catalyst types from USPTO. Task: Predict which catalyst facilitates the given reaction. (1) Reactant: Cl[C:2]1[N:11]=[C:10]([NH:12][CH2:13][C:14]([C:22]2[CH:27]=[CH:26][CH:25]=[CH:24][CH:23]=2)([C:16]2[CH:21]=[CH:20][CH:19]=[CH:18][CH:17]=2)[CH3:15])[C:9]2[C:4](=[CH:5][CH:6]=[CH:7][CH:8]=2)[N:3]=1.[CH3:28][C:29]1[C:34](B(O)O)=[CH:33][N:32]2[CH:38]=[CH:39][N:40]=[C:31]2[CH:30]=1.C(NC1C2C(=CC=CC=2)N=C(C2SC3C=CC=CC=3C=2)N=1)(C1C=CC=CC=1)C1C=CC=CC=1. Product: [C:16]1([C:14]([C:22]2[CH:27]=[CH:26][CH:25]=[CH:24][CH:23]=2)([CH3:15])[CH2:13][NH:12][C:10]2[C:9]3[C:4](=[CH:5][CH:6]=[CH:7][CH:8]=3)[N:3]=[C:2]([C:34]3[C:29]([CH3:28])=[CH:30][C:31]4[N:32]([CH:38]=[CH:39][N:40]=4)[CH:33]=3)[N:11]=2)[CH:21]=[CH:20][CH:19]=[CH:18][CH:17]=1. The catalyst class is: 147. (2) Reactant: [NH2:1][CH:2]([CH2:7][C:8]1[CH:13]=[C:12]([F:14])[CH:11]=[C:10]([O:15][CH2:16][C:17]2[CH:22]=[CH:21][CH:20]=[CH:19][CH:18]=2)[CH:9]=1)[CH:3]([OH:6])[CH2:4][OH:5].C(N(CC)CC)C.C1C(=O)N([O:37][C:38]([CH2:40][NH:41][C:42]([O:44][CH2:45][C:46]2[CH:51]=[CH:50][CH:49]=[CH:48][CH:47]=2)=[O:43])=O)C(=O)C1. The catalyst class is: 3. Product: [CH2:45]([O:44][C:42](=[O:43])[NH:41][CH2:40][C:38](=[O:37])[NH:1][CH:2]([CH2:7][C:8]1[CH:13]=[C:12]([F:14])[CH:11]=[C:10]([O:15][CH2:16][C:17]2[CH:22]=[CH:21][CH:20]=[CH:19][CH:18]=2)[CH:9]=1)[CH:3]([OH:6])[CH2:4][OH:5])[C:46]1[CH:51]=[CH:50][CH:49]=[CH:48][CH:47]=1.